From a dataset of Full USPTO retrosynthesis dataset with 1.9M reactions from patents (1976-2016). Predict the reactants needed to synthesize the given product. (1) Given the product [CH3:1][O:2][C:3](=[O:13])[C:4]1[CH:9]=[C:8]([O:10][CH3:11])[CH:7]=[CH:6][C:5]=1[CH2:16][CH:15]=[CH2:14], predict the reactants needed to synthesize it. The reactants are: [CH3:1][O:2][C:3](=[O:13])[C:4]1[CH:9]=[C:8]([O:10][CH3:11])[CH:7]=[CH:6][C:5]=1Br.[CH2:14]([Sn](CCCC)(CCCC)CCCC)[CH:15]=[CH2:16]. (2) Given the product [Br:12][CH2:1][C:2]1[N:7]=[C:6]([C:8]([O:10][CH3:11])=[O:9])[CH:5]=[CH:4][CH:3]=1, predict the reactants needed to synthesize it. The reactants are: [CH3:1][C:2]1[N:7]=[C:6]([C:8]([O:10][CH3:11])=[O:9])[CH:5]=[CH:4][CH:3]=1.[Br:12]N1C(=O)CCC1=O.C(OOC(=O)C1C=CC=CC=1)(=O)C1C=CC=CC=1. (3) Given the product [C:6]([C:5]1[CH:8]=[C:9]([C:15]2[CH:16]=[CH:17][C:12]([F:11])=[CH:13][CH:14]=2)[C:2]([NH2:1])=[CH:3][CH:4]=1)#[N:7], predict the reactants needed to synthesize it. The reactants are: [NH2:1][C:2]1[CH:9]=[CH:8][C:5]([C:6]#[N:7])=[CH:4][CH:3]=1.[Cl-].[F:11][C:12]1[CH:17]=[CH:16][C:15]([N+]#N)=[CH:14][CH:13]=1. (4) Given the product [Br:1][C:2]1[N:7]=[CH:6][C:5]2[N:8]=[C:9]([CH:14]([O:16][CH:18]3[CH2:19][CH2:20][CH2:21][CH2:22][O:17]3)[CH3:15])[N:10]([CH:11]([CH3:12])[CH3:13])[C:4]=2[CH:3]=1, predict the reactants needed to synthesize it. The reactants are: [Br:1][C:2]1[N:7]=[CH:6][C:5]2[N:8]=[C:9]([CH:14]([OH:16])[CH3:15])[N:10]([CH:11]([CH3:13])[CH3:12])[C:4]=2[CH:3]=1.[O:17]1[CH:22]=[CH:21][CH2:20][CH2:19][CH2:18]1.C1(C)C=CC(S(O)(=O)=O)=CC=1. (5) Given the product [Br:19][C:15]1[C:16]([CH3:18])=[CH:17][C:12]([CH2:9][CH:10]=[N:2][OH:3])=[C:13]([OH:20])[CH:14]=1, predict the reactants needed to synthesize it. The reactants are: Cl.[NH2:2][OH:3].CC([O-])=O.[Na+].[C:9]([C:12]1[CH:17]=[C:16]([CH3:18])[C:15]([Br:19])=[CH:14][C:13]=1[OH:20])(=O)[CH3:10].CCO. (6) The reactants are: [CH2:1]([C@@:4]1([CH3:25])[CH2:9][C@H:8]([C:10]2[CH:15]=[CH:14][CH:13]=[C:12]([Cl:16])[CH:11]=2)[C@@H:7]([C:17]2[CH:22]=[CH:21][C:20]([Cl:23])=[CH:19][CH:18]=2)[NH:6][C:5]1=[O:24])[CH:2]=[CH2:3].Cl[C:27]1[CH:32]=[C:31]([CH3:33])[C:30]([N+]([O-])=O)=[CH:29][N:28]=1. Given the product [CH2:1]([C@@:4]1([CH3:25])[CH2:9][C@H:8]([C:10]2[CH:15]=[CH:14][CH:13]=[C:12]([Cl:16])[CH:11]=2)[C@@H:7]([C:17]2[CH:22]=[CH:21][C:20]([Cl:23])=[CH:19][CH:18]=2)[N:6]([C:27]2[CH:32]=[C:31]([CH3:33])[CH:30]=[CH:29][N:28]=2)[C:5]1=[O:24])[CH:2]=[CH2:3], predict the reactants needed to synthesize it. (7) Given the product [NH2:1][C:4]1[CH:9]=[C:8]([C:10]([F:11])([F:12])[F:13])[CH:7]=[CH:6][C:5]=1[N:14]1[CH:18]=[C:17]([CH2:19][OH:20])[N:16]=[CH:15]1, predict the reactants needed to synthesize it. The reactants are: [N+:1]([C:4]1[CH:9]=[C:8]([C:10]([F:13])([F:12])[F:11])[CH:7]=[CH:6][C:5]=1[N:14]1[CH:18]=[C:17]([CH2:19][OH:20])[N:16]=[CH:15]1)([O-])=O.